From a dataset of Catalyst prediction with 721,799 reactions and 888 catalyst types from USPTO. Predict which catalyst facilitates the given reaction. (1) Reactant: Cl[C:2]1[CH:7]=[C:6]([C:8]2[CH:13]=[CH:12][CH:11]=[CH:10][CH:9]=2)[N:5]=[C:4]([NH:14][C:15](=[O:29])[CH2:16][CH2:17][C:18]([C:20]2[CH:21]=[CH:22][C:23]3[O:27][CH2:26][CH2:25][C:24]=3[CH:28]=2)=[O:19])[CH:3]=1.C1(C2C=CC=CC=2)C=CC=CC=1P(C1CCCCC1)C1CCCCC1.C(=O)([O-])[O-].[K+].[K+].[C:61]([C:63]1[CH:68]=[CH:67][CH:66]=[CH:65][C:64]=1B(O)O)#[N:62]. Product: [C:61]([C:63]1[CH:68]=[CH:67][CH:66]=[CH:65][C:64]=1[C:2]1[CH:7]=[C:6]([C:8]2[CH:13]=[CH:12][CH:11]=[CH:10][CH:9]=2)[N:5]=[C:4]([NH:14][C:15](=[O:29])[CH2:16][CH2:17][C:18]([C:20]2[CH:21]=[CH:22][C:23]3[O:27][CH2:26][CH2:25][C:24]=3[CH:28]=2)=[O:19])[CH:3]=1)#[N:62]. The catalyst class is: 110. (2) Reactant: [C-]#[N:2].[Na+].[O:4]([C:11]1[CH:18]=[CH:17][C:14](C=O)=[C:13]([B:19]2[O:23]C(C)(C)[C:21]([CH3:27])(C)[O:20]2)[CH:12]=1)[C:5]1[CH:10]=[CH:9][CH:8]=[CH:7][CH:6]=1.Cl. Product: [OH:23][B:19]1[C:13]2[CH:12]=[C:11]([O:4][C:5]3[CH:6]=[CH:7][CH:8]=[CH:9][CH:10]=3)[CH:18]=[CH:17][C:14]=2[CH:21]([C:27]#[N:2])[O:20]1. The catalyst class is: 90. (3) Reactant: [C:1]1([C:34]2[CH:39]=[CH:38][CH:37]=[CH:36][CH:35]=2)[CH:6]=[CH:5][C:4]([CH2:7][C:8]2([C:31]([OH:33])=O)[CH2:13][CH2:12][N:11]([C:14](=[O:30])[C@@H:15]([NH:22]C(OC(C)(C)C)=O)[CH2:16][C:17]3[S:18][CH:19]=[CH:20][CH:21]=3)[CH2:10][CH2:9]2)=[CH:3][CH:2]=1.[O:40]1[CH2:45][CH2:44][CH:43]([CH2:46][NH2:47])[CH2:42][CH2:41]1.C(N(C(C)C)CC)(C)C.CN(C(ON1N=NC2C=CC=CC1=2)=[N+](C)C)C.F[P-](F)(F)(F)(F)F. Product: [O:40]1[CH2:45][CH2:44][CH:43]([CH2:46][NH:47][C:31]([C:8]2([CH2:7][C:4]3[CH:3]=[CH:2][C:1]([C:34]4[CH:39]=[CH:38][CH:37]=[CH:36][CH:35]=4)=[CH:6][CH:5]=3)[CH2:13][CH2:12][N:11]([C:14](=[O:30])[C@@H:15]([NH2:22])[CH2:16][C:17]3[S:18][CH:19]=[CH:20][CH:21]=3)[CH2:10][CH2:9]2)=[O:33])[CH2:42][CH2:41]1. The catalyst class is: 3. (4) Reactant: [H-].[Na+].[Cl:3][C:4]1[C:9]([C:10]2[NH:14][CH:13]=[C:12]([CH2:15][N:16]([CH3:24])[C:17](=[O:23])[O:18][C:19]([CH3:22])([CH3:21])[CH3:20])[C:11]=2[F:25])=[CH:8][CH:7]=[CH:6][N:5]=1.C1OCCOCCOCCOCCOC1.[N:41]1[CH:46]=[CH:45][CH:44]=[C:43]([S:47](Cl)(=[O:49])=[O:48])[CH:42]=1. Product: [Cl:3][C:4]1[C:9]([C:10]2[N:14]([S:47]([C:43]3[CH:42]=[N:41][CH:46]=[CH:45][CH:44]=3)(=[O:49])=[O:48])[CH:13]=[C:12]([CH2:15][N:16]([CH3:24])[C:17](=[O:23])[O:18][C:19]([CH3:21])([CH3:22])[CH3:20])[C:11]=2[F:25])=[CH:8][CH:7]=[CH:6][N:5]=1. The catalyst class is: 30. (5) Reactant: [CH3:1][C:2]([CH3:33])([CH3:32])[C:3]#[C:4][C:5]1[S:9][C:8]([C:10]([O:12]C)=[O:11])=[C:7]([N:14]([C@H:24]2[CH2:28][CH2:27][N:26]([CH2:29][CH3:30])[C:25]2=[O:31])[C:15]([C@H:17]2[CH2:22][CH2:21][C@H:20]([CH3:23])[CH2:19][CH2:18]2)=[O:16])[CH:6]=1.O[Li].O.Cl. Product: [CH3:33][C:2]([CH3:1])([CH3:32])[C:3]#[C:4][C:5]1[S:9][C:8]([C:10]([OH:12])=[O:11])=[C:7]([N:14]([C@H:24]2[CH2:28][CH2:27][N:26]([CH2:29][CH3:30])[C:25]2=[O:31])[C:15]([C@H:17]2[CH2:22][CH2:21][C@H:20]([CH3:23])[CH2:19][CH2:18]2)=[O:16])[CH:6]=1. The catalyst class is: 20.